From a dataset of CYP1A2 inhibition data for predicting drug metabolism from PubChem BioAssay. Regression/Classification. Given a drug SMILES string, predict its absorption, distribution, metabolism, or excretion properties. Task type varies by dataset: regression for continuous measurements (e.g., permeability, clearance, half-life) or binary classification for categorical outcomes (e.g., BBB penetration, CYP inhibition). Dataset: cyp1a2_veith. (1) The drug is COC(=O)c1[nH]c(C)c(/C(O)=C2\C(=O)C(=O)N(CCN(C)C)C2c2cccs2)c1C. The result is 0 (non-inhibitor). (2) The drug is COc1ncc2nc(-c3ccc(F)cc3)c(=O)n(C[C@H]3CCCO3)c2n1. The result is 1 (inhibitor).